Dataset: Forward reaction prediction with 1.9M reactions from USPTO patents (1976-2016). Task: Predict the product of the given reaction. (1) The product is: [Cl:1][CH2:2][C:3]([NH:5][CH2:6][CH2:7][CH2:8][CH2:9][CH2:10][C:11]([NH:41][C:42]1[CH:51]=[CH:50][C:49]2[C:44](=[CH:45][CH:46]=[CH:47][CH:48]=2)[N:43]=1)=[O:13])=[O:4]. Given the reactants [Cl:1][CH2:2][C:3]([NH:5][CH2:6][CH2:7][CH2:8][CH2:9][CH2:10][C:11]([OH:13])=O)=[O:4].F[P-](F)(F)(F)(F)F.N1(O[P+](N(C)C)(N(C)C)N(C)C)C2C=CC=CC=2N=N1.[NH2:41][C:42]1[CH:51]=[CH:50][C:49]2[C:44](=[CH:45][CH:46]=[CH:47][CH:48]=2)[N:43]=1.C(N(CC)CC)C, predict the reaction product. (2) Given the reactants [CH3:1][C:2]1[C:6]2=[C:7]3[C:12](=[CH:13][CH:14]=[C:5]2[NH:4][C:3]=1[CH3:20])[NH:11][C:10](=O)[CH:9]=[C:8]3[C:16]([F:19])([F:18])[F:17].P(Cl)(Cl)([Cl:23])=O.CO, predict the reaction product. The product is: [Cl:23][C:10]1[CH:9]=[C:8]([C:16]([F:19])([F:18])[F:17])[C:7]2[C:12](=[CH:13][CH:14]=[C:5]3[NH:4][C:3]([CH3:20])=[C:2]([CH3:1])[C:6]3=2)[N:11]=1. (3) The product is: [CH3:1][Si:2]([CH3:17])([CH3:18])[C:3]1[CH:4]=[C:5]2[C:9](=[CH:10][CH:11]=1)[N:8]([CH2:19][C:20]1[CH:25]=[CH:24][CH:23]=[C:22]([CH3:26])[CH:21]=1)[C:7]([C:12]([O:14][CH2:15][CH3:16])=[O:13])=[CH:6]2. Given the reactants [CH3:1][Si:2]([CH3:18])([CH3:17])[C:3]1[CH:4]=[C:5]2[C:9](=[CH:10][CH:11]=1)[NH:8][C:7]([C:12]([O:14][CH2:15][CH3:16])=[O:13])=[CH:6]2.[CH3:19][C:20]1[CH:21]=[C:22]([CH2:26]O)[CH:23]=[CH:24][CH:25]=1.C(C=P(CCCC)(CCCC)CCCC)#N, predict the reaction product. (4) Given the reactants [NH:1]1[CH2:5][CH2:4][CH2:3][CH2:2]1.Cl[C:7]1[CH:12]=[CH:11][N:10]=[C:9]([C:13]2[CH:18]=[CH:17][CH:16]=[C:15]([C:19]3[CH:24]=[CH:23][CH:22]=[CH:21][N:20]=3)[N:14]=2)[CH:8]=1, predict the reaction product. The product is: [N:1]1([C:17]2[CH:16]=[C:15]([C:19]3[CH:24]=[CH:23][CH:22]=[CH:21][N:20]=3)[N:14]=[C:13]([C:9]3[CH:8]=[CH:7][CH:12]=[CH:11][N:10]=3)[CH:18]=2)[CH2:5][CH2:4][CH2:3][CH2:2]1. (5) Given the reactants [F:1][C:2]1[CH:7]=[CH:6][CH:5]=[C:4]([O:8][CH2:9][CH:10]([CH3:12])[CH3:11])[CH:3]=1.[Li]C(CC)C.CN(C)[CH:20]=[O:21], predict the reaction product. The product is: [F:1][C:2]1[CH:7]=[CH:6][CH:5]=[C:4]([O:8][CH2:9][CH:10]([CH3:12])[CH3:11])[C:3]=1[CH:20]=[O:21]. (6) The product is: [O:23]=[C:22]1[N:8]([CH:9]2[CH2:14][CH2:13][N:12]([CH2:15][C:16]3[CH:17]=[CH:18][CH:19]=[CH:20][CH:21]=3)[CH2:11][CH2:10]2)[C:3]2[CH:4]=[N:5][CH:6]=[CH:7][C:2]=2[NH:1]1. Given the reactants [NH2:1][C:2]1[CH:7]=[CH:6][N:5]=[CH:4][C:3]=1[NH:8][CH:9]1[CH2:14][CH2:13][N:12]([CH2:15][C:16]2[CH:21]=[CH:20][CH:19]=[CH:18][CH:17]=2)[CH2:11][CH2:10]1.[C:22](N1C=CN=C1)(N1C=CN=C1)=[O:23], predict the reaction product. (7) Given the reactants Br[C:2]1[CH:11]=[CH:10][CH:9]=[CH:8][C:3]=1[C:4]([O:6][CH3:7])=[O:5].[C:12]1([O:18][CH2:19][CH:20]=[CH2:21])[CH:17]=[CH:16][CH:15]=[CH:14][CH:13]=1.C1(C)C=CC=CC=1P(C1C=CC=CC=1C)C1C=CC=CC=1C.C(N(CC)CC)C, predict the reaction product. The product is: [O:18]([CH2:19][CH:20]=[CH:21][C:2]1[CH:11]=[CH:10][CH:9]=[CH:8][C:3]=1[C:4]([O:6][CH3:7])=[O:5])[C:12]1[CH:17]=[CH:16][CH:15]=[CH:14][CH:13]=1. (8) The product is: [NH2:19][C:14]1[CH:15]=[C:16]2[C:11](=[C:12]([C:20]3[C:29]4[C:24](=[CH:25][CH:26]=[CH:27][CH:28]=4)[CH:23]=[CH:22][CH:21]=3)[CH:13]=1)[N:10]=[C:9]([P:4](=[O:3])([OH:5])[OH:8])[CH:18]=[CH:17]2. Given the reactants C([O:3][P:4]([C:9]1[CH:18]=[CH:17][C:16]2[C:11](=[C:12]([C:20]3[C:29]4[C:24](=[CH:25][CH:26]=[CH:27][CH:28]=4)[CH:23]=[CH:22][CH:21]=3)[CH:13]=[C:14]([NH2:19])[CH:15]=2)[N:10]=1)(=[O:8])[O:5]CC)C.Br[Si](C)(C)C, predict the reaction product. (9) The product is: [C:1]([O:5][CH:6]([C:11]1[C:16]([CH3:17])=[CH:15][CH:14]=[C:13]([CH:18]2[CH2:19][CH2:20]2)[C:12]=1[C:21]1[CH:22]=[CH:23][C:24]2[O:29][CH2:28][CH2:27][CH2:26][C:25]=2[CH:30]=1)[C:7]([OH:9])=[O:8])([CH3:4])([CH3:2])[CH3:3]. Given the reactants [C:1]([O:5][CH:6]([C:11]1[C:16]([CH3:17])=[CH:15][CH:14]=[C:13]([CH:18]2[CH2:20][CH2:19]2)[C:12]=1[C:21]1[CH:22]=[CH:23][C:24]2[O:29][CH2:28][CH2:27][CH2:26][C:25]=2[CH:30]=1)[C:7]([O:9]C)=[O:8])([CH3:4])([CH3:3])[CH3:2].[OH-].[Li+], predict the reaction product. (10) Given the reactants [OH:1][C:2]1[C:24]([O:25][CH3:26])=[CH:23][C:5]2[C:6]3[N:11]([CH:12]([CH:14]([CH3:16])[CH3:15])[CH2:13][C:4]=2[CH:3]=1)[CH:10]=[C:9]([C:17]([O:19][CH2:20][CH3:21])=[O:18])[C:8](=[O:22])[CH:7]=3.Br[CH2:28][C:29]([CH3:33])([CH3:32])[CH2:30][OH:31].C([O-])([O-])=O.[K+].[K+], predict the reaction product. The product is: [OH:31][CH2:30][C:29]([CH3:33])([CH3:32])[CH2:28][O:1][C:2]1[C:24]([O:25][CH3:26])=[CH:23][C:5]2[C:6]3[N:11]([CH:12]([CH:14]([CH3:16])[CH3:15])[CH2:13][C:4]=2[CH:3]=1)[CH:10]=[C:9]([C:17]([O:19][CH2:20][CH3:21])=[O:18])[C:8](=[O:22])[CH:7]=3.